Dataset: Full USPTO retrosynthesis dataset with 1.9M reactions from patents (1976-2016). Task: Predict the reactants needed to synthesize the given product. (1) Given the product [Cl-:29].[NH2:20][C:21]1[C:26](=[N:3][C:4]2[CH:5]=[CH:6][C:7]([N:10]3[CH2:14][CH2:13][CH:12]([N+:15]([CH3:18])([CH3:17])[CH3:16])[CH2:11]3)=[CH:8][CH:9]=2)[CH:25]=[C:24]([CH3:27])[C:23](=[O:28])[C:22]=1[Cl:29], predict the reactants needed to synthesize it. The reactants are: Cl.[Cl-].[NH2:3][C:4]1[CH:9]=[CH:8][C:7]([N:10]2[CH2:14][CH2:13][CH:12]([N+:15]([CH3:18])([CH3:17])[CH3:16])[CH2:11]2)=[CH:6][CH:5]=1.Cl.[NH2:20][C:21]1[C:22]([Cl:29])=[C:23]([OH:28])[C:24]([CH3:27])=[CH:25][CH:26]=1.[OH-].[NH4+].OO. (2) Given the product [CH3:1][C:2]1[CH:10]=[CH:9][CH:8]=[C:7]2[C:3]=1[C:4](=[CH:13][NH:39][C:36]1[CH:35]=[CH:34][C:33]([NH:32][CH2:31][CH2:30][CH2:29][N:26]3[CH2:25][CH2:24][N:23]([CH3:22])[CH2:28][CH2:27]3)=[CH:38][CH:37]=1)[C:5](=[O:11])[NH:6]2, predict the reactants needed to synthesize it. The reactants are: [CH3:1][C:2]1[CH:10]=[CH:9][CH:8]=[C:7]2[C:3]=1[CH2:4][C:5](=[O:11])[NH:6]2.N1C2C(=CC=CC=2)C[C:13]1=O.[CH3:22][N:23]1[CH2:28][CH2:27][N:26]([CH2:29][CH2:30][CH2:31][NH:32][C:33]2[CH:38]=[CH:37][C:36]([NH2:39])=[CH:35][CH:34]=2)[CH2:25][CH2:24]1.NC1C=CC=CC=1. (3) Given the product [CH3:25][C:26]1[CH:31]=[CH:30][C:29]([C:32]2[C:37]([CH3:38])=[CH:36][CH:35]=[CH:34][C:33]=2[C:39]([NH:1][C:2]2[CH:3]=[CH:4][C:5]([O:6][CH2:7][CH2:8][C:9]3[N:14]=[C:13]([NH:15][C:16](=[O:22])[O:17][C:18]([CH3:21])([CH3:19])[CH3:20])[CH:12]=[CH:11][CH:10]=3)=[CH:23][CH:24]=2)=[O:40])=[CH:28][CH:27]=1, predict the reactants needed to synthesize it. The reactants are: [NH2:1][C:2]1[CH:24]=[CH:23][C:5]([O:6][CH2:7][CH2:8][C:9]2[N:14]=[C:13]([NH:15][C:16](=[O:22])[O:17][C:18]([CH3:21])([CH3:20])[CH3:19])[CH:12]=[CH:11][CH:10]=2)=[CH:4][CH:3]=1.[CH3:25][C:26]1[CH:31]=[CH:30][C:29]([C:32]2[C:33]([C:39](O)=[O:40])=[CH:34][CH:35]=[CH:36][C:37]=2[CH3:38])=[CH:28][CH:27]=1.ON1C2C=CC=CC=2N=N1.Cl.CN(C)CCCN=C=NCC. (4) Given the product [Cl:37][CH2:38][C@H:39]1[C:47]2[C:46]3[CH:48]=[CH:49][CH:50]=[CH:51][C:45]=3[C:44]([NH:52][C:53](=[O:66])[O:54][CH2:55][CH:56]([S:58][S:59][C:60]3[CH:65]=[CH:64][CH:63]=[CH:62][N:61]=3)[CH3:57])=[CH:43][C:42]=2[N:41]([C:33](=[O:34])[CH2:32][CH2:31][CH2:30][C:29]([N:5]2[C:6]3[CH:7]=[C:8]([O:16][P:17]([O:19][C:20]([CH3:21])([CH3:22])[CH3:23])([O:24][C:25]([CH3:28])([CH3:27])[CH3:26])=[O:18])[C:9]4[CH:15]=[CH:14][CH:13]=[CH:12][C:10]=4[C:11]=3[C@H:3]([CH2:2][Cl:1])[CH2:4]2)=[O:36])[CH2:40]1, predict the reactants needed to synthesize it. The reactants are: [Cl:1][CH2:2][C@H:3]1[C:11]2[C:10]3[CH:12]=[CH:13][CH:14]=[CH:15][C:9]=3[C:8]([O:16][P:17]([O:24][C:25]([CH3:28])([CH3:27])[CH3:26])([O:19][C:20]([CH3:23])([CH3:22])[CH3:21])=[O:18])=[CH:7][C:6]=2[N:5]([C:29](=[O:36])[CH2:30][CH2:31][CH2:32][C:33](O)=[O:34])[CH2:4]1.[Cl:37][CH2:38][C@H:39]1[C:47]2[C:46]3[CH:48]=[CH:49][CH:50]=[CH:51][C:45]=3[C:44]([NH:52][C:53](=[O:66])[O:54][CH2:55][CH:56]([S:58][S:59][C:60]3[CH:65]=[CH:64][CH:63]=[CH:62][N:61]=3)[CH3:57])=[CH:43][C:42]=2[NH:41][CH2:40]1.CCN=C=NCCCN(C)C.Cl.CC1C=CC(S(O)(=O)=O)=CC=1. (5) Given the product [N+:1]([C:4]1[CH:14]=[CH:13][C:7]2[CH2:8][CH2:9][N:10]([C:24](=[O:25])[C:23]([F:34])([F:33])[F:22])[CH2:11][CH2:12][C:6]=2[CH:5]=1)([O-:3])=[O:2], predict the reactants needed to synthesize it. The reactants are: [N+:1]([C:4]1[CH:14]=[CH:13][C:7]2[CH2:8][CH2:9][NH:10][CH2:11][CH2:12][C:6]=2[CH:5]=1)([O-:3])=[O:2].C(N(CC)CC)C.[F:22][C:23]([F:34])([F:33])[C:24](O[C:24](=[O:25])[C:23]([F:34])([F:33])[F:22])=[O:25]. (6) Given the product [F:13][C:14]([C:17]1[N:21]([CH2:22][CH:23]2[CH2:24][CH2:25][O:26][CH2:27][CH2:28]2)[C:20]2[CH:29]=[CH:30][C:31]([S:33]([N:8]3[CH:9]=[CH:10][C:6]([C:4]([NH:3][CH2:1][CH3:2])=[O:5])=[CH:7]3)(=[O:34])=[O:35])=[CH:32][C:19]=2[N:18]=1)([F:16])[CH3:15], predict the reactants needed to synthesize it. The reactants are: [CH2:1]([NH:3][C:4]([C:6]1[CH:10]=[CH:9][NH:8][CH:7]=1)=[O:5])[CH3:2].[H-].[Na+].[F:13][C:14]([C:17]1[N:21]([CH2:22][CH:23]2[CH2:28][CH2:27][O:26][CH2:25][CH2:24]2)[C:20]2[CH:29]=[CH:30][C:31]([S:33](Cl)(=[O:35])=[O:34])=[CH:32][C:19]=2[N:18]=1)([F:16])[CH3:15].[NH4+].[Cl-]. (7) Given the product [C:1]([C:3]1[CH:8]=[C:7]([CH3:9])[CH:6]=[CH:5][C:4]=1[C:10]1[CH:15]=[C:14]([O:16][C:28]2[S:29][CH:30]=[CH:31][N:32]=2)[CH:13]=[C:12]([C:17]([O:19][CH3:20])=[O:18])[CH:11]=1)#[N:2], predict the reactants needed to synthesize it. The reactants are: [C:1]([C:3]1[CH:8]=[C:7]([CH3:9])[CH:6]=[CH:5][C:4]=1[C:10]1[CH:15]=[C:14]([OH:16])[CH:13]=[C:12]([C:17]([O:19][CH3:20])=[O:18])[CH:11]=1)#[N:2].C(=O)([O-])[O-].[K+].[K+].Br[C:28]1[S:29][CH:30]=[CH:31][N:32]=1.CS(C)=O. (8) The reactants are: [CH3:1][O:2][C:3]1[CH:4]=[C:5]([NH:14][C:15](=[O:29])[C@H:16]([NH:21][C:22](=[O:28])[O:23][C:24]([CH3:27])([CH3:26])[CH3:25])[CH2:17][CH:18]([CH3:20])[CH3:19])[CH:6]=[CH:7][C:8]=1[C:9]1[O:13][CH:12]=[N:11][CH:10]=1.[OH-].[Ba+2].[OH-].I[CH2:34][CH3:35].CCOCC. Given the product [CH2:34]([N:14]([C:5]1[CH:6]=[CH:7][C:8]([C:9]2[O:13][CH:12]=[N:11][CH:10]=2)=[C:3]([O:2][CH3:1])[CH:4]=1)[C:15](=[O:29])[C@H:16]([NH:21][C:22](=[O:28])[O:23][C:24]([CH3:27])([CH3:26])[CH3:25])[CH2:17][CH:18]([CH3:20])[CH3:19])[CH3:35], predict the reactants needed to synthesize it.